The task is: Predict hERG channel inhibition at various concentrations.. This data is from hERG Central: cardiac toxicity at 1µM, 10µM, and general inhibition. (1) The compound is Cc1c(NP(=O)(c2ccc(Br)cc2)c2ccc(Br)cc2)c(=O)n(-c2ccccc2)n1C. Results: hERG_inhib (hERG inhibition (general)): blocker. (2) The compound is CCCn1c2ccccc2c2cnn(CC(=O)NCCN(CC)CC)c(=O)c21. Results: hERG_inhib (hERG inhibition (general)): blocker. (3) The compound is O=C(NCC1CCN(C(=O)c2ccc([N+](=O)[O-])cc2)CC1)c1ccc([N+](=O)[O-])cc1. Results: hERG_inhib (hERG inhibition (general)): blocker. (4) The molecule is Cc1ccc(SCCN2CCN(CCc3ccccc3)CCC2=O)cc1. Results: hERG_inhib (hERG inhibition (general)): blocker. (5) The molecule is CCN(CC)CCCCCC(=O)Nc1ccccc1C(=O)Nc1ccccc1. Results: hERG_inhib (hERG inhibition (general)): blocker. (6) The molecule is O=C(c1cc2nc(-c3ccc(F)cc3)cc(C(F)(F)F)n2n1)N1CCCCC1c1cccnc1. Results: hERG_inhib (hERG inhibition (general)): blocker. (7) The molecule is O=C1CC(=O)Nc2cc(S(=O)(=O)N3CCN(c4ccc([N+](=O)[O-])cc4)CC3)ccc2N1. Results: hERG_inhib (hERG inhibition (general)): blocker. (8) The molecule is COc1ccc(C(=O)NC2CC2)cc1OC1CCN(Cc2cc(C)cc(C)c2)CC1. Results: hERG_inhib (hERG inhibition (general)): blocker. (9) The compound is CCN(CC(=O)NCc1ccc(Cl)cc1)C(=O)Cc1ccc(OC)cc1. Results: hERG_inhib (hERG inhibition (general)): blocker. (10) Results: hERG_inhib (hERG inhibition (general)): blocker. The molecule is CCOC(=O)NC(N(O)c1cccc(Cl)c1)C(Cl)(Cl)Cl.